From a dataset of Catalyst prediction with 721,799 reactions and 888 catalyst types from USPTO. Predict which catalyst facilitates the given reaction. (1) Reactant: [C:1]1([NH:7][NH2:8])[CH:6]=[CH:5][CH:4]=[CH:3][CH:2]=1.[CH3:9][S:10][C:11](=S)[S:12]C. Product: [CH3:9][S:10][C:11]([N:7]([C:1]1[CH:6]=[CH:5][CH:4]=[CH:3][CH:2]=1)[NH2:8])=[S:12]. The catalyst class is: 753. (2) The catalyst class is: 14. Product: [Cl:36][C:29]1[N:28]=[C:27]([Cl:26])[N:32]=[C:31]2[N:7]([CH:4]3[CH2:5][CH2:6][O:1][CH2:2][CH2:3]3)[N:8]=[CH:34][C:30]=12.[Cl:36][C:29]1[N:28]=[C:27]([Cl:26])[N:32]=[C:31]2[N:15]([CH:12]3[CH2:13][CH2:14][S:9][CH2:10][CH2:11]3)[N:16]=[CH:34][C:30]=12. Reactant: [O:1]1[CH2:6][CH2:5][CH:4]([NH:7][NH2:8])[CH2:3][CH2:2]1.[S:9]1[CH2:14][CH2:13][CH:12]([NH:15][NH2:16])[CH2:11][CH2:10]1.CCN(C(C)C)C(C)C.[Cl:26][C:27]1[N:32]=[C:31](Cl)[C:30]([CH:34]=O)=[C:29]([Cl:36])[N:28]=1. (3) Reactant: [CH:1]1([CH2:4][NH:5][C:6](=[O:43])[NH:7][C:8]2[CH:42]=[CH:41][C:11]([C:12]([N:14]3[CH2:19][CH2:18][N:17]([CH2:20][C:21]4[CH:26]=[CH:25][C:24]([C:27]([OH:36])([C:32]([F:35])([F:34])[F:33])[C:28]([F:31])([F:30])[F:29])=[CH:23][CH:22]=4)[CH2:16][CH:15]3[C:37]([O:39]C)=[O:38])=[O:13])=[CH:10][CH:9]=2)[CH2:3][CH2:2]1.[OH-].[Na+]. The catalyst class is: 5. Product: [CH:1]1([CH2:4][NH:5][C:6](=[O:43])[NH:7][C:8]2[CH:42]=[CH:41][C:11]([C:12]([N:14]3[CH2:19][CH2:18][N:17]([CH2:20][C:21]4[CH:26]=[CH:25][C:24]([C:27]([OH:36])([C:28]([F:31])([F:30])[F:29])[C:32]([F:34])([F:35])[F:33])=[CH:23][CH:22]=4)[CH2:16][CH:15]3[C:37]([OH:39])=[O:38])=[O:13])=[CH:10][CH:9]=2)[CH2:3][CH2:2]1. (4) The catalyst class is: 111. Reactant: [Cl:1][C:2]1[C:3]([CH:14]([S:23]([C:26]2[CH:31]=[CH:30][C:29]([Cl:32])=[CH:28][CH:27]=2)(=[O:25])=[O:24])[C:15]2[CH:20]=[C:19]([F:21])[CH:18]=[CH:17][C:16]=2[F:22])=[CH:4][C:5]([CH2:8][CH2:9][C:10]([O:12]C)=[O:11])=[N:6][CH:7]=1.[OH-].[Na+].Cl.C(OCC)(=O)C. Product: [Cl:1][C:2]1[C:3]([CH:14]([S:23]([C:26]2[CH:27]=[CH:28][C:29]([Cl:32])=[CH:30][CH:31]=2)(=[O:24])=[O:25])[C:15]2[CH:20]=[C:19]([F:21])[CH:18]=[CH:17][C:16]=2[F:22])=[CH:4][C:5]([CH2:8][CH2:9][C:10]([OH:12])=[O:11])=[N:6][CH:7]=1. (5) The catalyst class is: 3. Reactant: [NH2:1][C:2]1[O:3][CH2:4][C@@:5]2([C:19]3[C:14](=[N:15][CH:16]=[C:17]([C:20]#[C:21][C:22]([O:25][CH3:26])([CH3:24])[CH3:23])[CH:18]=3)[O:13][C:12]3[C:7]2=[CH:8][C:9]([OH:27])=[CH:10][CH:11]=3)[N:6]=1.C(=O)([O-])[O-].[Cs+].[Cs+].[F:34][C:35]([F:50])([C:46]([F:49])([F:48])[F:47])[C:36]([F:45])([F:44])[C:37]([F:43])([F:42])[S:38](F)(=[O:40])=[O:39]. Product: [F:43][C:37]([F:42])([S:38]([O:27][C:9]1[CH:8]=[C:7]2[C@:5]3([CH2:4][O:3][C:2]([NH2:1])=[N:6]3)[C:19]3[C:14](=[N:15][CH:16]=[C:17]([C:20]#[C:21][C:22]([O:25][CH3:26])([CH3:24])[CH3:23])[CH:18]=3)[O:13][C:12]2=[CH:11][CH:10]=1)(=[O:40])=[O:39])[C:36]([F:44])([F:45])[C:35]([F:50])([F:34])[C:46]([F:49])([F:48])[F:47]. (6) Reactant: [N+]([C:4]1[CH:13]=[CH:12][CH:11]=[C:10]2[C:5]=1[C:6]([N:14]([CH2:28][CH2:29][N:30]([CH3:32])[CH3:31])[C:15](=[O:27])[C:16]1[CH:21]=[C:20]([O:22][CH3:23])[C:19]([O:24][CH3:25])=[CH:18][C:17]=1I)=[CH:7][CH:8]=[N:9]2)([O-])=O.C(Cl)(=O)C(Cl)=O.COC1C=C(C(I)=CC=1OC)C(O)=O.CN(C)CCNC1C2C(=CC=CC=2[N+]([O-])=O)N=CC=1.C(N(CC)CC)C. Product: [CH3:23][O:22][C:20]1[C:19]([O:24][CH3:25])=[CH:18][C:17]2[C:7]3[C:6](=[C:5]4[CH:4]=[CH:13][CH:12]=[CH:11][C:10]4=[N:9][CH:8]=3)[N:14]([CH2:28][CH2:29][N:30]([CH3:32])[CH3:31])[C:15](=[O:27])[C:16]=2[CH:21]=1. The catalyst class is: 2. (7) Reactant: [Cl:1][C:2]1[CH:23]=[C:22]([Cl:24])[CH:21]=[CH:20][C:3]=1[O:4][C:5]1[CH:19]=[CH:18][CH:17]=[CH:16][C:6]=1[C:7]([NH:9][CH:10]1[CH2:15][CH2:14][NH:13][CH2:12][CH2:11]1)=[O:8].C(N(CC)CC)C.[C:32](Cl)(=[O:37])[CH2:33][CH:34]([CH3:36])[CH3:35]. Product: [Cl:1][C:2]1[CH:23]=[C:22]([Cl:24])[CH:21]=[CH:20][C:3]=1[O:4][C:5]1[CH:19]=[CH:18][CH:17]=[CH:16][C:6]=1[C:7]([NH:9][CH:10]1[CH2:15][CH2:14][N:13]([C:32](=[O:37])[CH2:33][CH:34]([CH3:36])[CH3:35])[CH2:12][CH2:11]1)=[O:8]. The catalyst class is: 2.